Regression. Given a target protein amino acid sequence and a drug SMILES string, predict the binding affinity score between them. We predict pIC50 (pIC50 = -log10(IC50 in M); higher means more potent). Dataset: bindingdb_ic50. From a dataset of Drug-target binding data from BindingDB using IC50 measurements. (1) The compound is C/C(=C\c1coc2nc(N)nc(N)c12)c1ccc(C(=O)N[C@@H](CCC(=O)O)C(=O)O)cc1. The target protein (P45352) has sequence MLVEGSELQSGAQQPRTEAPQHGELQYLRQVEHIMRCGFKKEDRTGTGTLSVFGMQARYSLRDEFPLLTTKRVFWKGVLEELLWFIKGSTNAKELSSKGVRIWDANGSRDFLDSLGFSARQEGDLGPVYGFQWRHFGADYKDMDSDYSGQGVDQLQKVIDTIKTNPDDRRIIMCAWNPKDLPLMALPPCHALCQFYVVNGELSCQLYQRSGDMGLGVPFNIASYALLTYMIAHITGLQPGDFVHTLGDAHIYLNHIEPLKIQLQREPRPFPKLRILRKVETIDDFKVEDFQIEGYNPHPTIKMEMAV. The pIC50 is 3.4. (2) The compound is Nc1nccc(N2CCc3ccc(F)cc32)n1. The pIC50 is 5.9. The target protein (O75116) has sequence MSRPPPTGKMPGAPETAPGDGAGASRQRKLEALIRDPRSPINVESLLDGLNSLVLDLDFPALRKNKNIDNFLNRYEKIVKKIRGLQMKAEDYDVVKVIGRGAFGEVQLVRHKASQKVYAMKLLSKFEMIKRSDSAFFWEERDIMAFANSPWVVQLFYAFQDDRYLYMVMEYMPGGDLVNLMSNYDVPEKWAKFYTAEVVLALDAIHSMGLIHRDVKPDNMLLDKHGHLKLADFGTCMKMDETGMVHCDTAVGTPDYISPEVLKSQGGDGFYGRECDWWSVGVFLYEMLVGDTPFYADSLVGTYSKIMDHKNSLCFPEDAEISKHAKNLICAFLTDREVRLGRNGVEEIRQHPFFKNDQWHWDNIRETAAPVVPELSSDIDSSNFDDIEDDKGDVETFPIPKAFVGNQLPFIGFTYYRENLLLSDSPSCRETDSIQSRKNEESQEIQKKLYTLEEHLSNEMQAKEELEQKCKSVNTRLEKTAKELEEEITLRKSVESALRQ....